Dataset: Forward reaction prediction with 1.9M reactions from USPTO patents (1976-2016). Task: Predict the product of the given reaction. (1) Given the reactants Cl.O1CCOCC1.C(O[C:13](=O)[N:14](C)[CH2:15][C:16]#[C:17][C:18]1[CH:23]=[CH:22][C:21]([O:24][C:25]([F:28])([F:27])[F:26])=[CH:20][CH:19]=1)(C)(C)C, predict the reaction product. The product is: [CH3:13][NH:14][CH2:15][C:16]#[C:17][C:18]1[CH:23]=[CH:22][C:21]([O:24][C:25]([F:26])([F:27])[F:28])=[CH:20][CH:19]=1. (2) Given the reactants [N:1]1[C:9]([NH:10][C@H:11]([C:13]2[N:14]([C:25]3[CH:30]=[CH:29][CH:28]=[CH:27][CH:26]=3)[C:15](=[O:24])[C:16]3[C:21]([CH:22]=2)=[CH:20][CH:19]=[CH:18][C:17]=3[CH3:23])[CH3:12])=[C:8]2[C:4]([NH:5]C=N2)=[N:3][CH:2]=1.Cl[C:32]1[C:33]2C(C#N)=CN[C:34]=2[N:35]=CN=1.CCN(CC)CC, predict the reaction product. The product is: [CH3:23][C:17]1[CH:18]=[CH:19][CH:20]=[C:21]2[C:16]=1[C:15](=[O:24])[N:14]([C:25]1[CH:30]=[CH:29][CH:28]=[CH:27][CH:26]=1)[C:13]([C@@H:11]([NH:10][C:9]1[C:8]3[C:33]([C:34]#[N:35])=[CH:32][NH:5][C:4]=3[N:3]=[CH:2][N:1]=1)[CH3:12])=[CH:22]2.